Task: Predict the product of the given reaction.. Dataset: Forward reaction prediction with 1.9M reactions from USPTO patents (1976-2016) Given the reactants [CH2:1]([O:3][CH2:4][C:5](Cl)=O)[CH3:2].[Br:8][C:9]1[CH:18]=[C:17]2[C:12]([C:13]([NH:20][CH2:21][C@H:22]3[CH2:26][O:25][C:24]([CH3:28])([CH3:27])[O:23]3)=[C:14]([NH2:19])[CH:15]=[N:16]2)=[CH:11][CH:10]=1.C(N(CC)CC)C, predict the reaction product. The product is: [Br:8][C:9]1[CH:10]=[CH:11][C:12]2[C:13]3[N:20]([CH2:21][C@H:22]4[CH2:26][O:25][C:24]([CH3:28])([CH3:27])[O:23]4)[C:2]([CH2:1][O:3][CH2:4][CH3:5])=[N:19][C:14]=3[CH:15]=[N:16][C:17]=2[CH:18]=1.